This data is from NCI-60 drug combinations with 297,098 pairs across 59 cell lines. The task is: Regression. Given two drug SMILES strings and cell line genomic features, predict the synergy score measuring deviation from expected non-interaction effect. (1) Drug 1: CN(C(=O)NC(C=O)C(C(C(CO)O)O)O)N=O. Drug 2: CC1C(C(CC(O1)OC2CC(CC3=C2C(=C4C(=C3O)C(=O)C5=C(C4=O)C(=CC=C5)OC)O)(C(=O)CO)O)N)O.Cl. Cell line: OVCAR-8. Synergy scores: CSS=34.3, Synergy_ZIP=0.192, Synergy_Bliss=-0.470, Synergy_Loewe=-2.81, Synergy_HSA=0.759. (2) Drug 1: CC12CCC3C(C1CCC2=O)CC(=C)C4=CC(=O)C=CC34C. Drug 2: CC1CCCC2(C(O2)CC(NC(=O)CC(C(C(=O)C(C1O)C)(C)C)O)C(=CC3=CSC(=N3)C)C)C. Cell line: SK-OV-3. Synergy scores: CSS=25.8, Synergy_ZIP=0.157, Synergy_Bliss=-0.0326, Synergy_Loewe=0.937, Synergy_HSA=1.10. (3) Drug 1: CC1=C2C(C(=O)C3(C(CC4C(C3C(C(C2(C)C)(CC1OC(=O)C(C(C5=CC=CC=C5)NC(=O)OC(C)(C)C)O)O)OC(=O)C6=CC=CC=C6)(CO4)OC(=O)C)O)C)O. Drug 2: C1=NC2=C(N1)C(=S)N=CN2. Cell line: TK-10. Synergy scores: CSS=34.4, Synergy_ZIP=-7.29, Synergy_Bliss=-17.2, Synergy_Loewe=-29.4, Synergy_HSA=-19.4. (4) Drug 1: C1CC(C1)(C(=O)O)C(=O)O.[NH2-].[NH2-].[Pt+2]. Drug 2: C(CN)CNCCSP(=O)(O)O. Cell line: HT29. Synergy scores: CSS=-0.369, Synergy_ZIP=1.37, Synergy_Bliss=0.0547, Synergy_Loewe=-4.47, Synergy_HSA=-3.47. (5) Drug 1: CC1OCC2C(O1)C(C(C(O2)OC3C4COC(=O)C4C(C5=CC6=C(C=C35)OCO6)C7=CC(=C(C(=C7)OC)O)OC)O)O. Drug 2: C1=C(C(=O)NC(=O)N1)F. Cell line: SNB-19. Synergy scores: CSS=50.6, Synergy_ZIP=3.75, Synergy_Bliss=2.98, Synergy_Loewe=6.59, Synergy_HSA=9.22. (6) Drug 1: C1CC(=O)NC(=O)C1N2CC3=C(C2=O)C=CC=C3N. Drug 2: CCCCC(=O)OCC(=O)C1(CC(C2=C(C1)C(=C3C(=C2O)C(=O)C4=C(C3=O)C=CC=C4OC)O)OC5CC(C(C(O5)C)O)NC(=O)C(F)(F)F)O. Cell line: UACC62. Synergy scores: CSS=1.10, Synergy_ZIP=-1.71, Synergy_Bliss=-3.44, Synergy_Loewe=-2.17, Synergy_HSA=-2.21.